Dataset: Full USPTO retrosynthesis dataset with 1.9M reactions from patents (1976-2016). Task: Predict the reactants needed to synthesize the given product. (1) Given the product [O:21]=[C:20]1[N:8]([C:9]2[CH:19]=[CH:18][C:12]([C:13]([O:15][CH2:16][CH3:17])=[O:14])=[CH:11][CH:10]=2)[C:3]2[CH:4]=[CH:5][CH:6]=[CH:7][C:2]=2[NH:1]1, predict the reactants needed to synthesize it. The reactants are: [NH2:1][C:2]1[CH:7]=[CH:6][CH:5]=[CH:4][C:3]=1[NH:8][C:9]1[CH:19]=[CH:18][C:12]([C:13]([O:15][CH2:16][CH3:17])=[O:14])=[CH:11][CH:10]=1.[C:20](N1C=CN=C1)(N1C=CN=C1)=[O:21]. (2) Given the product [Br:1][C:2]1[CH:9]=[CH:8][C:5]([CH:6]([OH:7])[CH3:11])=[CH:4][C:3]=1[CH3:10], predict the reactants needed to synthesize it. The reactants are: [Br:1][C:2]1[CH:9]=[CH:8][C:5]([CH:6]=[O:7])=[CH:4][C:3]=1[CH3:10].[CH3:11][Mg]Br. (3) Given the product [ClH:19].[CH2:16]([N:13]1[CH2:14][CH2:15][N:10]([C:7]2[CH:8]=[CH:9][C:4]([C:3]([OH:18])=[O:2])=[CH:5][CH:6]=2)[CH2:11][CH2:12]1)[CH3:17], predict the reactants needed to synthesize it. The reactants are: C[O:2][C:3](=[O:18])[C:4]1[CH:9]=[CH:8][C:7]([N:10]2[CH2:15][CH2:14][N:13]([CH2:16][CH3:17])[CH2:12][CH2:11]2)=[CH:6][CH:5]=1.[ClH:19]. (4) Given the product [F:1][C:2]1[CH:3]=[C:4](/[C:9](=[N:33]\[O:34][CH2:42][CH2:43][CH3:44])/[C:10]2[N:15]=[CH:14][C:13]([CH2:16][N:17]3[CH2:18][CH2:19][CH:20]([C:23]4[CH:24]=[C:25]([NH:29][C:30](=[O:32])[CH3:31])[CH:26]=[N:27][CH:28]=4)[CH2:21][CH2:22]3)=[CH:12][CH:11]=2)[CH:5]=[CH:6][C:7]=1[F:8], predict the reactants needed to synthesize it. The reactants are: [F:1][C:2]1[CH:3]=[C:4](/[C:9](=[N:33]\[OH:34])/[C:10]2[N:15]=[CH:14][C:13]([CH2:16][N:17]3[CH2:22][CH2:21][CH:20]([C:23]4[CH:24]=[C:25]([NH:29][C:30](=[O:32])[CH3:31])[CH:26]=[N:27][CH:28]=4)[CH2:19][CH2:18]3)=[CH:12][CH:11]=2)[CH:5]=[CH:6][C:7]=1[F:8].C(=O)([O-])[O-].[K+].[K+].Br[CH2:42][CH2:43][CH3:44].C(=O)([O-])O.[Na+]. (5) Given the product [CH2:37]([N:44]1[CH2:49][CH2:48][N:47]([CH2:50][C:51]2[CH:56]=[CH:55][CH:54]=[CH:53][CH:52]=2)[CH2:46][CH:45]1[CH:57]=[CH:21][C:16]1[CH:15]=[CH:20][CH:19]=[CH:18][CH:17]=1)[C:38]1[CH:39]=[CH:40][CH:41]=[CH:42][CH:43]=1, predict the reactants needed to synthesize it. The reactants are: [C:16]1([CH3:21])[CH:17]=[CH:18][CH:19]=[CH:20][C:15]=1P([C:15]1[CH:20]=[CH:19][CH:18]=[CH:17][C:16]=1[CH3:21])[C:15]1[CH:20]=[CH:19][CH:18]=[CH:17][C:16]=1[CH3:21].C(N(CC)CC)C.IC1C=CC=CC=1.[CH2:37]([N:44]1[CH2:49][CH2:48][N:47]([CH2:50][C:51]2[CH:56]=[CH:55][CH:54]=[CH:53][CH:52]=2)[CH2:46][CH:45]1[CH:57]=C)[C:38]1[CH:43]=[CH:42][CH:41]=[CH:40][CH:39]=1. (6) Given the product [CH:19]1([N:16]2[C:14]3[N:15]=[C:10]4[CH2:9][N:8]([C:25]([O:27][C:28]([CH3:31])([CH3:29])[CH3:30])=[O:26])[CH2:7][CH2:6][N:11]4[C:12](=[O:24])[C:13]=3[CH:18]=[N:17]2)[CH2:23][CH2:22][CH2:21][CH2:20]1, predict the reactants needed to synthesize it. The reactants are: CS(O[CH2:6][CH2:7][N:8]([C:25]([O:27][C:28]([CH3:31])([CH3:30])[CH3:29])=[O:26])[CH2:9][C:10]1[NH:11][C:12](=[O:24])[C:13]2[CH:18]=[N:17][N:16]([CH:19]3[CH2:23][CH2:22][CH2:21][CH2:20]3)[C:14]=2[N:15]=1)(=O)=O.C(=O)([O-])[O-].[Cs+].[Cs+]. (7) Given the product [Cl:8][C:5]1[CH:6]=[CH:7][C:2]([Br:1])=[C:3]([O:9][CH:11]([F:16])[F:15])[CH:4]=1, predict the reactants needed to synthesize it. The reactants are: [Br:1][C:2]1[CH:7]=[CH:6][C:5]([Cl:8])=[CH:4][C:3]=1[OH:9].Cl[C:11]([F:16])([F:15])C([O-])=O.[Na+].C(=O)([O-])[O-].[Cs+].[Cs+]. (8) Given the product [Br:1][C:14]1[CH:15]=[C:16]([C:20]#[N:21])[C:17]([OH:19])=[N:18][C:13]=1[C:9]([CH3:12])([CH3:10])[CH3:11], predict the reactants needed to synthesize it. The reactants are: [Br:1]N1C(=O)CCC1=O.[C:9]([C:13]1[N:18]=[C:17]([OH:19])[C:16]([C:20]#[N:21])=[CH:15][CH:14]=1)([CH3:12])([CH3:11])[CH3:10].O.